Dataset: Peptide-MHC class I binding affinity with 185,985 pairs from IEDB/IMGT. Task: Regression. Given a peptide amino acid sequence and an MHC pseudo amino acid sequence, predict their binding affinity value. This is MHC class I binding data. (1) The peptide sequence is TFFIFNKLVK. The MHC is HLA-A68:01 with pseudo-sequence HLA-A68:01. The binding affinity (normalized) is 0.427. (2) The peptide sequence is SVTMVDKPT. The MHC is HLA-A02:01 with pseudo-sequence HLA-A02:01. The binding affinity (normalized) is 0.378. (3) The peptide sequence is LGIPHPAG. The MHC is HLA-B27:05 with pseudo-sequence HLA-B27:05. The binding affinity (normalized) is 0. (4) The peptide sequence is ITVIDLDPI. The MHC is H-2-Kb with pseudo-sequence H-2-Kb. The binding affinity (normalized) is 0.0516. (5) The peptide sequence is PLFPGITRV. The MHC is HLA-A25:01 with pseudo-sequence HLA-A25:01. The binding affinity (normalized) is 0.0847.